This data is from Full USPTO retrosynthesis dataset with 1.9M reactions from patents (1976-2016). The task is: Predict the reactants needed to synthesize the given product. (1) Given the product [C:1]1([C:57]2[CH:62]=[CH:61][CH:60]=[CH:59][CH:58]=2)[CH:2]=[CH:3][C:4]([O:7][CH2:8][CH2:9][CH2:10][CH2:11][CH2:12][CH2:13][O:14][C:15]([C:17]2[C:18]([C:26]3[C:27]([C:35]([O:37][CH2:38][CH2:39][CH2:40][CH2:41][CH2:42][CH2:43][O:44][C:45]4[CH:50]=[CH:49][C:48]([C:51]5[CH:52]=[CH:53][CH:54]=[CH:55][CH:56]=5)=[CH:47][CH:46]=4)=[O:36])=[CH:28][C:29]([NH2:32])=[CH:30][CH:31]=3)=[CH:19][CH:20]=[C:21]([NH2:23])[CH:22]=2)=[O:16])=[CH:5][CH:6]=1, predict the reactants needed to synthesize it. The reactants are: [C:1]1([C:57]2[CH:62]=[CH:61][CH:60]=[CH:59][CH:58]=2)[CH:6]=[CH:5][C:4]([O:7][CH2:8][CH2:9][CH2:10][CH2:11][CH2:12][CH2:13][O:14][C:15]([C:17]2[C:18]([C:26]3[C:27]([C:35]([O:37][CH2:38][CH2:39][CH2:40][CH2:41][CH2:42][CH2:43][O:44][C:45]4[CH:50]=[CH:49][C:48]([C:51]5[CH:56]=[CH:55][CH:54]=[CH:53][CH:52]=5)=[CH:47][CH:46]=4)=[O:36])=[CH:28][C:29]([N+:32]([O-])=O)=[CH:30][CH:31]=3)=[CH:19][CH:20]=[C:21]([N+:23]([O-])=O)[CH:22]=2)=[O:16])=[CH:3][CH:2]=1. (2) Given the product [NH3:7].[C:28]([OH:30])(=[O:29])/[CH:27]=[CH:25]/[C:22]([OH:21])=[O:33].[S:1]1[CH:5]=[CH:4][C:3]([C:6]2[N:7]=[CH:8][C:9]([N:12]3[CH2:17][C@@H:16]4[CH2:18][C@H:13]3[CH2:14][NH:15]4)=[N:10][CH:11]=2)=[CH:2]1, predict the reactants needed to synthesize it. The reactants are: [S:1]1[CH:5]=[CH:4][C:3]([C:6]2[N:7]=[CH:8][C:9]([N:12]3[CH2:17][C@@H:16]4[CH2:18][C@H:13]3[CH2:14][N:15]4C([O:21][C:22]([CH3:25])(C)C)=O)=[N:10][CH:11]=2)=[CH:2]1.F[C:27](F)(F)[C:28]([OH:30])=[O:29].[OH-:33].[Na+]. (3) Given the product [CH3:18][N:15]1[CH2:14][CH2:13][N:12]([C:8]2[C:6]3[CH2:7][C@H:2]([NH:1][C:31]([C:27]4[O:26][CH:30]=[CH:29][CH:28]=4)=[O:32])[CH2:3][O:4][C:5]=3[CH:11]=[CH:10][CH:9]=2)[CH2:17][CH2:16]1, predict the reactants needed to synthesize it. The reactants are: [NH2:1][C@H:2]1[CH2:7][C:6]2[C:8]([N:12]3[CH2:17][CH2:16][N:15]([CH3:18])[CH2:14][CH2:13]3)=[CH:9][CH:10]=[CH:11][C:5]=2[O:4][CH2:3]1.C(N(CC)CC)C.[O:26]1[CH:30]=[CH:29][CH:28]=[C:27]1[C:31](Cl)=[O:32]. (4) Given the product [PH:10](=[O:11])([OH:15])[OH:13].[P:16]([OH:19])([OH:24])([OH:17])=[O:21], predict the reactants needed to synthesize it. The reactants are: IC1C=C(CC(O)([P:16](=[O:21])([O:19]C)[O:17]C)[P:10](=[O:15])([O:13]C)[O:11]C)C=CC=1.P([O-])(OCC)[O:24]CC.[Na+]. (5) Given the product [N:19]1([CH2:18][CH2:17][O:1][C:2]2[CH:3]=[C:4]([S:8][C:9]([CH3:15])([CH3:14])[C:10]([O:12][CH3:13])=[O:11])[CH:5]=[CH:6][CH:7]=2)[C:27]2[C:22](=[CH:23][CH:24]=[CH:25][CH:26]=2)[CH:21]=[CH:20]1, predict the reactants needed to synthesize it. The reactants are: [OH:1][C:2]1[CH:3]=[C:4]([S:8][C:9]([CH3:15])([CH3:14])[C:10]([O:12][CH3:13])=[O:11])[CH:5]=[CH:6][CH:7]=1.O[CH2:17][CH2:18][N:19]1[C:27]2[C:22](=[CH:23][CH:24]=[CH:25][CH:26]=2)[CH:21]=[CH:20]1.CC(OC(/N=N/C(OC(C)C)=O)=O)C.C1(P(C2C=CC=CC=2)C2C=CC=CC=2)C=CC=CC=1.